From a dataset of Peptide-MHC class II binding affinity with 134,281 pairs from IEDB. Regression. Given a peptide amino acid sequence and an MHC pseudo amino acid sequence, predict their binding affinity value. This is MHC class II binding data. (1) The peptide sequence is EVELREHGSDEWVAM. The MHC is DRB3_0101 with pseudo-sequence DRB3_0101. The binding affinity (normalized) is 0.174. (2) The binding affinity (normalized) is 0.244. The MHC is HLA-DQA10501-DQB10201 with pseudo-sequence HLA-DQA10501-DQB10201. The peptide sequence is KEIYNYMEPYVSKNP. (3) The peptide sequence is AAPGAGYTPATPAAP. The MHC is HLA-DPA10201-DPB10101 with pseudo-sequence HLA-DPA10201-DPB10101. The binding affinity (normalized) is 0. (4) The peptide sequence is DVKFPGGGQIRGGVY. The MHC is HLA-DQA10501-DQB10301 with pseudo-sequence HLA-DQA10501-DQB10301. The binding affinity (normalized) is 0.678. (5) The MHC is DRB1_1501 with pseudo-sequence DRB1_1501. The binding affinity (normalized) is 0.353. The peptide sequence is AVFEAALTKAITAMT. (6) The peptide sequence is VQYSRADEEQQQALS. The MHC is HLA-DPA10103-DPB10401 with pseudo-sequence HLA-DPA10103-DPB10401. The binding affinity (normalized) is 0. (7) The MHC is DRB4_0101 with pseudo-sequence DRB4_0103. The peptide sequence is AEAVKKFGYELEALA. The binding affinity (normalized) is 0.271. (8) The peptide sequence is QISGVDLGLPNWGKY. The MHC is HLA-DPA10201-DPB10101 with pseudo-sequence HLA-DPA10201-DPB10101. The binding affinity (normalized) is 0.227. (9) The peptide sequence is KKDNQVAYLIIGILTLV. The MHC is DRB1_1101 with pseudo-sequence DRB1_1101. The binding affinity (normalized) is 0.677.